From a dataset of Reaction yield outcomes from USPTO patents with 853,638 reactions. Predict the reaction yield, written as a fraction of the theoretical maximum amount of product (1.0 means a 100% yield; for example, 0.34 means a 34% yield). (1) The reactants are [CH:1]([C:4]1[C:5]([OH:14])=[N:6][C:7]([O:12][CH3:13])=[N:8][C:9]=1[O:10][CH3:11])([CH3:3])[CH3:2].C1(N[S:22]([C:25]([F:28])([F:27])[F:26])(=[O:24])=[O:23])C=CC=CC=1.C([O-])([O-])=O.[Cs+].[Cs+]. The catalyst is C(Cl)Cl. The product is [CH:1]([C:4]1[C:5]([O:14][S:22]([C:25]([F:28])([F:27])[F:26])(=[O:24])=[O:23])=[N:6][C:7]([O:12][CH3:13])=[N:8][C:9]=1[O:10][CH3:11])([CH3:3])[CH3:2]. The yield is 0.690. (2) The reactants are Cl[CH2:2][CH2:3][O:4][C:5]1[CH:13]=[C:12]2[C:8]([C:9]([C:28]#[N:29])=[C:10]([C:16]3[CH:21]=[CH:20][C:19]([NH:22][C:23]([CH:25]4[CH2:27][CH2:26]4)=[O:24])=[CH:18][CH:17]=3)[N:11]2[CH2:14][CH3:15])=[CH:7][CH:6]=1.[Na+].[I-].C([O-])([O-])=O.[K+].[K+].[NH:38]1[CH:42]=[CH:41][N:40]=[CH:39]1. The catalyst is C(#N)C.C(OCC)(=O)C.O. The product is [C:28]([C:9]1[C:8]2[C:12](=[CH:13][C:5]([O:4][CH2:3][CH2:2][N:38]3[CH:42]=[CH:41][N:40]=[CH:39]3)=[CH:6][CH:7]=2)[N:11]([CH2:14][CH3:15])[C:10]=1[C:16]1[CH:21]=[CH:20][C:19]([NH:22][C:23]([CH:25]2[CH2:27][CH2:26]2)=[O:24])=[CH:18][CH:17]=1)#[N:29]. The yield is 0.710. (3) The reactants are O=C[CH2:3][C@@H:4]([NH:13][C:14]1[CH:19]=[CH:18][C:17]([S:20]([NH2:23])(=[O:22])=[O:21])=[CH:16][C:15]=1[S:24]([C:27]([F:30])([F:29])[F:28])(=[O:26])=[O:25])[CH2:5][S:6][C:7]1[CH:12]=[CH:11][CH:10]=[CH:9][CH:8]=1.[Si:31]([O:38][CH2:39][CH2:40][NH:41][CH3:42])([C:34]([CH3:37])([CH3:36])[CH3:35])([CH3:33])[CH3:32].[C:43](O[BH-](OC(=O)C)OC(=O)C)(=O)C.[Na+].[OH-].[Na+]. The catalyst is ClCCCl.ClCCl.C(OCC)(=O)C. The product is [Si:31]([O:38][CH2:39][CH2:40][N:41]([CH3:43])[CH2:42][CH2:3][C@@H:4]([NH:13][C:14]1[CH:19]=[CH:18][C:17]([S:20]([NH2:23])(=[O:22])=[O:21])=[CH:16][C:15]=1[S:24]([C:27]([F:30])([F:28])[F:29])(=[O:26])=[O:25])[CH2:5][S:6][C:7]1[CH:8]=[CH:9][CH:10]=[CH:11][CH:12]=1)([C:34]([CH3:37])([CH3:36])[CH3:35])([CH3:32])[CH3:33]. The yield is 0.495. (4) The reactants are [Cl:1][C:2]1[N:7]=[C:6](Cl)[C:5]([F:9])=[CH:4][N:3]=1.N#N.[CH2:12]1[CH2:22][O:21][C:20]2[CH:19]=[CH:18][C:16]([NH2:17])=[CH:15][C:14]=2[O:13]1.Cl. The catalyst is O.CO. The product is [Cl:1][C:2]1[N:7]=[C:6]([NH:17][C:16]2[CH:18]=[CH:19][C:20]3[O:21][CH2:22][CH2:12][O:13][C:14]=3[CH:15]=2)[C:5]([F:9])=[CH:4][N:3]=1. The yield is 0.780. (5) The reactants are [NH2:1][C:2]1[N:7]=[C:6]([N:8]([CH3:15])[C:9]2[CH:14]=[CH:13][CH:12]=[CH:11][CH:10]=2)[N:5]=[C:4]([C:16]2[N:20]=[C:19]([C:21]3[CH:22]=[CH:23][C:24]([C:27]([O:29]C)=[O:28])=[N:25][CH:26]=3)[O:18][N:17]=2)[N:3]=1.[OH-].[Na+]. The catalyst is CO. The product is [NH2:1][C:2]1[N:7]=[C:6]([N:8]([CH3:15])[C:9]2[CH:14]=[CH:13][CH:12]=[CH:11][CH:10]=2)[N:5]=[C:4]([C:16]2[N:20]=[C:19]([C:21]3[CH:22]=[CH:23][C:24]([C:27]([OH:29])=[O:28])=[N:25][CH:26]=3)[O:18][N:17]=2)[N:3]=1. The yield is 0.870.